Dataset: Reaction yield outcomes from USPTO patents with 853,638 reactions. Task: Predict the reaction yield, written as a fraction of the theoretical maximum amount of product (1.0 means a 100% yield; for example, 0.34 means a 34% yield). (1) The reactants are Cl.[CH:2]1([C:8]2[C:16]3[C:11](=[CH:12][C:13]([C:17]([O:19][CH3:20])=[O:18])=[CH:14][CH:15]=3)[N:10]([CH2:21][CH:22]3OCC[O:23]3)[C:9]=2[C:27]2[CH:32]=[CH:31][C:30]([O:33][CH3:34])=[CH:29][C:28]=2[CH2:35][NH:36][CH3:37])[CH2:7][CH2:6][CH2:5][CH2:4][CH2:3]1. The catalyst is C1COCC1. The product is [CH:2]1([C:8]2[C:16]3[C:11](=[CH:12][C:13]([C:17]([O:19][CH3:20])=[O:18])=[CH:14][CH:15]=3)[N:10]([CH2:21][CH:22]=[O:23])[C:9]=2[C:27]2[CH:32]=[CH:31][C:30]([O:33][CH3:34])=[CH:29][C:28]=2[CH2:35][NH:36][CH3:37])[CH2:7][CH2:6][CH2:5][CH2:4][CH2:3]1. The yield is 1.00. (2) The reactants are C(OC([NH:11][C:12]1[C:13](=[O:27])[N:14]([CH2:19][C:20]([O:22][C:23]([CH3:26])([CH3:25])[CH3:24])=[O:21])[C:15]([CH3:18])=[CH:16][CH:17]=1)=O)C1C=CC=CC=1. The catalyst is C(O)C.[Pd]. The product is [NH2:11][C:12]1[C:13](=[O:27])[N:14]([CH2:19][C:20]([O:22][C:23]([CH3:26])([CH3:25])[CH3:24])=[O:21])[C:15]([CH3:18])=[CH:16][CH:17]=1. The yield is 0.970.